Dataset: Forward reaction prediction with 1.9M reactions from USPTO patents (1976-2016). Task: Predict the product of the given reaction. (1) Given the reactants C(O[CH:5]([C:27]1[CH:32]=[CH:31][C:30]([C:33]([CH3:36])([CH3:35])[CH3:34])=[CH:29][CH:28]=1)[C:6]1[CH:11]=[CH:10][C:9]([O:12][C:13]2[C:22]3[C:17](=[CH:18][C:19]([O:25][CH3:26])=[C:20]([O:23][CH3:24])[CH:21]=3)[N:16]=[CH:15][CH:14]=2)=[CH:8][CH:7]=1)(=O)C.C(N(CC)CC)C.[H][H], predict the reaction product. The product is: [C:33]([C:30]1[CH:31]=[CH:32][C:27]([CH2:5][C:6]2[CH:11]=[CH:10][C:9]([O:12][C:13]3[C:22]4[C:17](=[CH:18][C:19]([O:25][CH3:26])=[C:20]([O:23][CH3:24])[CH:21]=4)[N:16]=[CH:15][CH:14]=3)=[CH:8][CH:7]=2)=[CH:28][CH:29]=1)([CH3:36])([CH3:34])[CH3:35]. (2) Given the reactants [Cl:1][C:2]1[CH:3]=[C:4]([C:8]2[O:12][N:11]=[C:10]([CH2:13][CH:14]3[CH2:19][CH2:18][CH2:17][NH:16][C:15]3=O)[N:9]=2)[CH:5]=[CH:6][CH:7]=1.[C:21]([NH:29][NH2:30])(=O)[C:22]1[CH:27]=[CH:26][N:25]=[CH:24][CH:23]=1, predict the reaction product. The product is: [Cl:1][C:2]1[CH:3]=[C:4]([C:8]2[O:12][N:11]=[C:10]([CH2:13][CH:14]3[CH2:19][CH2:18][CH2:17][N:16]4[C:21]([C:22]5[CH:27]=[CH:26][N:25]=[CH:24][CH:23]=5)=[N:29][N:30]=[C:15]34)[N:9]=2)[CH:5]=[CH:6][CH:7]=1.